This data is from Full USPTO retrosynthesis dataset with 1.9M reactions from patents (1976-2016). The task is: Predict the reactants needed to synthesize the given product. (1) Given the product [NH2:21][C:10]1[N:9]([C:5]2[C:4]([F:22])=[CH:3][C:2]([Br:1])=[CH:7][C:6]=2[F:8])[C:23](=[O:26])[CH:24]=[CH:25][C:11]=1[C:12](=[O:13])[C:14]1[CH:19]=[CH:18][C:17]([F:20])=[CH:16][CH:15]=1, predict the reactants needed to synthesize it. The reactants are: [Br:1][C:2]1[CH:7]=[C:6]([F:8])[C:5]([NH:9][C:10](=[NH:21])[CH2:11][C:12]([C:14]2[CH:19]=[CH:18][C:17]([F:20])=[CH:16][CH:15]=2)=[O:13])=[C:4]([F:22])[CH:3]=1.[C:23](OC)(=[O:26])[C:24]#[CH:25]. (2) The reactants are: Cl[C:2]1[C:14]2[C:13]3[CH:12]=[C:11]([F:15])[CH:10]=[CH:9][C:8]=3[NH:7][C:6]=2[C:5]([C:16]#[N:17])=[CH:4][N:3]=1.C1C=CC(P(C2C(C3C(P(C4C=CC=CC=4)C4C=CC=CC=4)=CC=C4C=3C=CC=C4)=C3C(C=CC=C3)=CC=2)C2C=CC=CC=2)=CC=1.CC([O-])(C)C.[K+].[Si:70]([O:77][CH:78]1[CH2:83][CH2:82][CH:81]([NH2:84])[CH2:80][CH:79]1[F:85])([C:73]([CH3:76])([CH3:75])[CH3:74])([CH3:72])[CH3:71]. Given the product [Si:70]([O:77][CH:78]1[CH2:83][CH2:82][CH:81]([NH:84][C:2]2[C:14]3[C:13]4[CH:12]=[C:11]([F:15])[CH:10]=[CH:9][C:8]=4[NH:7][C:6]=3[C:5]([C:16]#[N:17])=[CH:4][N:3]=2)[CH2:80][CH:79]1[F:85])([C:73]([CH3:76])([CH3:75])[CH3:74])([CH3:72])[CH3:71], predict the reactants needed to synthesize it.